Dataset: Forward reaction prediction with 1.9M reactions from USPTO patents (1976-2016). Task: Predict the product of the given reaction. (1) Given the reactants [CH3:1][O:2][C:3]1[CH:4]=[C:5]2[C:9](=[CH:10][C:11]=1[OH:12])[N:8]([CH3:13])[CH:7]=[C:6]2[C:14]1[N:22]([S:23]([C:26]2[CH:31]=[CH:30][C:29]([CH3:32])=[CH:28][CH:27]=2)(=[O:25])=[O:24])[C:17]2=[N:18][CH:19]=[CH:20][CH:21]=[C:16]2[CH:15]=1.[H-].[Na+].Br[CH2:36][CH2:37][CH2:38][Cl:39], predict the reaction product. The product is: [Cl:39][CH2:38][CH2:37][CH2:36][O:12][C:11]1[CH:10]=[C:9]2[C:5]([C:6]([C:14]3[N:22]([S:23]([C:26]4[CH:27]=[CH:28][C:29]([CH3:32])=[CH:30][CH:31]=4)(=[O:25])=[O:24])[C:17]4=[N:18][CH:19]=[CH:20][CH:21]=[C:16]4[CH:15]=3)=[CH:7][N:8]2[CH3:13])=[CH:4][C:3]=1[O:2][CH3:1]. (2) The product is: [NH2:10][C:9]1[O:8][N:7]=[C:6]([C:11]2[CH:16]=[CH:15][CH:14]=[C:13]([F:17])[CH:12]=2)[C:5]=1[C:3]([OH:4])=[O:2]. Given the reactants C[O:2][C:3]([C:5]1[C:6]([C:11]2[CH:16]=[CH:15][CH:14]=[C:13]([F:17])[CH:12]=2)=[N:7][O:8][C:9]=1[NH2:10])=[O:4].[OH-].[Na+], predict the reaction product. (3) Given the reactants [CH3:1][S:2][C:3]1[CH:10]=[CH:9][C:6]([C:7]#[N:8])=[CH:5][CH:4]=1.[CH2:11]([C:15]1[CH:21]=[CH:20][C:18]([NH2:19])=[CH:17][CH:16]=1)[CH2:12][CH2:13][CH3:14], predict the reaction product. The product is: [CH2:11]([C:15]1[CH:16]=[CH:17][C:18]([NH:19][C:7]([C:6]2[CH:9]=[CH:10][C:3]([S:2][CH3:1])=[CH:4][CH:5]=2)=[NH:8])=[CH:20][CH:21]=1)[CH2:12][CH2:13][CH3:14]. (4) The product is: [Br:15][CH2:11][C:9]1[CH:8]=[CH:7][C:5]2[O:6][C:2]([F:13])([F:1])[O:3][C:4]=2[CH:10]=1. Given the reactants [F:1][C:2]1([F:13])[O:6][C:5]2[CH:7]=[CH:8][C:9]([CH2:11]O)=[CH:10][C:4]=2[O:3]1.C(Br)(Br)(Br)[Br:15].C1C=CC(P(C2C=CC=CC=2)C2C=CC=CC=2)=CC=1, predict the reaction product. (5) The product is: [C:56]1([N:14]([C:8]2[CH:9]=[CH:10][CH:11]=[CH:12][CH:13]=2)[C:15]([C:17]2[C:25]3[C:20](=[CH:21][CH:22]=[CH:23][CH:24]=3)[N:19]([C:26]3[CH:52]=[C:51]([O:53][CH3:54])[C:50]([O:55][S:62]([C:65]([F:68])([F:67])[F:66])(=[O:64])=[O:63])=[CH:49][C:27]=3[C:28]([N:30]3[C@H:39]([CH2:40][NH:41][C:42](=[O:48])[O:43][C:44]([CH3:45])([CH3:47])[CH3:46])[CH2:38][C:37]4[C:32](=[CH:33][CH:34]=[CH:35][CH:36]=4)[CH2:31]3)=[O:29])[N:18]=2)=[O:16])[CH:61]=[CH:60][CH:59]=[CH:58][CH:57]=1. Given the reactants C(N(CC)CC)C.[C:8]1([N:14]([C:56]2[CH:61]=[CH:60][CH:59]=[CH:58][CH:57]=2)[C:15]([C:17]2[C:25]3[C:20](=[CH:21][CH:22]=[CH:23][CH:24]=3)[N:19]([C:26]3[CH:52]=[C:51]([O:53][CH3:54])[C:50]([OH:55])=[CH:49][C:27]=3[C:28]([N:30]3[C@H:39]([CH2:40][NH:41][C:42](=[O:48])[O:43][C:44]([CH3:47])([CH3:46])[CH3:45])[CH2:38][C:37]4[C:32](=[CH:33][CH:34]=[CH:35][CH:36]=4)[CH2:31]3)=[O:29])[N:18]=2)=[O:16])[CH:13]=[CH:12][CH:11]=[CH:10][CH:9]=1.[S:62](O[S:62]([C:65]([F:68])([F:67])[F:66])(=[O:64])=[O:63])([C:65]([F:68])([F:67])[F:66])(=[O:64])=[O:63], predict the reaction product. (6) Given the reactants C([NH:4][C:5]1[S:6][CH:7]=[C:8]([C:10]2[CH:15]=[CH:14][C:13]([CH2:16][CH2:17][C:18]3[O:22]C=[N:20][C:19]=3C(OCC)=O)=[CH:12][CH:11]=2)[N:9]=1)(=O)C.[ClH:28], predict the reaction product. The product is: [ClH:28].[ClH:28].[NH2:20][CH2:19][C:18](=[O:22])[CH2:17][CH2:16][C:13]1[CH:14]=[CH:15][C:10]([C:8]2[N:9]=[C:5]([NH2:4])[S:6][CH:7]=2)=[CH:11][CH:12]=1. (7) Given the reactants C([O:8][C:9]1[C:13]2([CH2:18][CH2:17][N:16]([O:19][CH3:20])[CH2:15][CH2:14]2)[N:12]([CH2:21][CH:22]2[CH2:24][CH2:23]2)[C:11](=[O:25])[C:10]=1[C:26]1[C:31]([CH3:32])=[CH:30][C:29]([CH3:33])=[CH:28][C:27]=1[CH3:34])C1C=CC=CC=1, predict the reaction product. The product is: [CH:22]1([CH2:21][N:12]2[C:13]3([CH2:14][CH2:15][N:16]([O:19][CH3:20])[CH2:17][CH2:18]3)[C:9]([OH:8])=[C:10]([C:26]3[C:27]([CH3:34])=[CH:28][C:29]([CH3:33])=[CH:30][C:31]=3[CH3:32])[C:11]2=[O:25])[CH2:24][CH2:23]1. (8) Given the reactants [CH3:1][O:2][C:3]1[CH:10]=[C:9](B2OC(C)(C)C(C)(C)O2)[CH:8]=[CH:7][C:4]=1[C:5]#[N:6].Br[C:21]1[CH:22]=[N:23][CH:24]=[C:25]([F:30])[C:26]=1[CH:27]([OH:29])[CH3:28].C(Cl)Cl.C([O-])([O-])=O.[Na+].[Na+], predict the reaction product. The product is: [CH3:1][O:2][C:3]1[CH:10]=[C:9]([C:21]2[CH:22]=[N:23][CH:24]=[C:25]([F:30])[C:26]=2[CH:27]([OH:29])[CH3:28])[CH:8]=[CH:7][C:4]=1[C:5]#[N:6]. (9) The product is: [NH2:30][C:27]1[N:28]=[CH:29][C:24]([C:6]2[NH:7][N:8]=[C:9]([CH:11]3[CH2:16][CH2:15][N:14]([C:17]([O:19][C:20]([CH3:23])([CH3:22])[CH3:21])=[O:18])[CH2:13][CH2:12]3)[N:5]=2)=[N:25][C:26]=1[C:31]1[O:32][C:33]([C:36]([CH3:39])([CH3:38])[CH3:37])=[N:34][N:35]=1. Given the reactants C(O)(=O)C.[NH2:5]/[C:6](/[C:24]1[CH:29]=[N:28][C:27]([NH2:30])=[C:26]([C:31]2[O:32][C:33]([C:36]([CH3:39])([CH3:38])[CH3:37])=[N:34][N:35]=2)[N:25]=1)=[N:7]\[NH:8][C:9]([CH:11]1[CH2:16][CH2:15][N:14]([C:17]([O:19][C:20]([CH3:23])([CH3:22])[CH3:21])=[O:18])[CH2:13][CH2:12]1)=O, predict the reaction product.